This data is from Forward reaction prediction with 1.9M reactions from USPTO patents (1976-2016). The task is: Predict the product of the given reaction. Given the reactants [F:1][C:2]1([C:6]([C:8]2[CH:13]=[CH:12][CH:11]=[CH:10][CH:9]=2)=[O:7])[CH2:5][CH2:4][CH2:3]1.[BH4-].[Na+].O, predict the reaction product. The product is: [F:1][C:2]1([CH:6]([C:8]2[CH:13]=[CH:12][CH:11]=[CH:10][CH:9]=2)[OH:7])[CH2:5][CH2:4][CH2:3]1.